Task: Predict the reaction yield, written as a fraction of the theoretical maximum amount of product (1.0 means a 100% yield; for example, 0.34 means a 34% yield).. Dataset: Reaction yield outcomes from USPTO patents with 853,638 reactions (1) The reactants are [CH2:1]([NH:8][C:9]([C:11]1[CH:16]=[CH:15][C:14]([NH:17]C(=O)OC(C)(C)C)=[CH:13][CH:12]=1)=[O:10])[C:2]1[CH:7]=[CH:6][CH:5]=[CH:4][CH:3]=1.FC(F)(F)C(O)=O. The catalyst is C(Cl)Cl. The product is [NH2:17][C:14]1[CH:15]=[CH:16][C:11]([C:9]([NH:8][CH2:1][C:2]2[CH:7]=[CH:6][CH:5]=[CH:4][CH:3]=2)=[O:10])=[CH:12][CH:13]=1. The yield is 0.920. (2) The reactants are [F:1][C:2]([F:7])([F:6])[C:3]([OH:5])=[O:4].[CH2:8]([S:10]([N:13]1[CH2:18][CH2:17][CH:16]([C:19]2[C:27]3[C:22](=[C:23]([C:41]([NH2:43])=[O:42])[CH:24]=[C:25]([C:28]4[CH:33]=[CH:32][CH:31]=[C:30]([CH:34]([NH:36][CH2:37][CH:38](C)[CH3:39])[CH3:35])[CH:29]=4)[CH:26]=3)[NH:21][CH:20]=2)[CH2:15][CH2:14]1)(=[O:12])=[O:11])[CH3:9].[CH3:44]C(C)CN. No catalyst specified. The product is [F:1][C:2]([F:7])([F:6])[C:3]([OH:5])=[O:4].[CH:37]1([NH:36][CH:34]([C:30]2[CH:29]=[C:28]([C:25]3[CH:26]=[C:27]4[C:22](=[C:23]([C:41]([NH2:43])=[O:42])[CH:24]=3)[NH:21][CH:20]=[C:19]4[CH:16]3[CH2:17][CH2:18][N:13]([S:10]([CH2:8][CH3:9])(=[O:12])=[O:11])[CH2:14][CH2:15]3)[CH:33]=[CH:32][CH:31]=2)[CH3:35])[CH2:38][CH2:39][CH2:44]1. The yield is 0.708. (3) The reactants are [CH3:1][O:2][C:3](=[O:40])[NH:4][CH:5]([C:13]([N:15]1[CH2:19][CH2:18][CH2:17][CH:16]1[C:20]1[NH:21][C:22]([C:25]2[CH:30]=[CH:29][C:28](B3OC(C)(C)C(C)(C)O3)=[CH:27][CH:26]=2)=[CH:23][N:24]=1)=[O:14])[C:6]([S:9]([CH3:12])(=[O:11])=[O:10])([CH3:8])[CH3:7].[CH3:41][O:42][C:43](=[O:68])[NH:44][CH:45]([C:49]([N:51]1[CH2:55][CH2:54][CH2:53][CH:52]1[C:56]1[NH:57][C:58]([C:61]2[CH:66]=[CH:65][C:64](Br)=[CH:63][CH:62]=2)=[CH:59][N:60]=1)=[O:50])[CH:46]([CH3:48])[CH3:47].C([O-])(O)=O.[Na+]. The catalyst is C1C=CC([P]([Pd]([P](C2C=CC=CC=2)(C2C=CC=CC=2)C2C=CC=CC=2)([P](C2C=CC=CC=2)(C2C=CC=CC=2)C2C=CC=CC=2)[P](C2C=CC=CC=2)(C2C=CC=CC=2)C2C=CC=CC=2)(C2C=CC=CC=2)C2C=CC=CC=2)=CC=1.COCCOC.O. The product is [CH3:1][O:2][C:3](=[O:40])[NH:4][CH:5]([C:13]([N:15]1[CH2:19][CH2:18][CH2:17][CH:16]1[C:20]1[NH:21][C:22]([C:25]2[CH:30]=[CH:29][C:28]([C:64]3[CH:65]=[CH:66][C:61]([C:58]4[NH:57][C:56]([CH:52]5[CH2:53][CH2:54][CH2:55][N:51]5[C:49](=[O:50])[CH:45]([NH:44][C:43]([O:42][CH3:41])=[O:68])[CH:46]([CH3:48])[CH3:47])=[N:60][CH:59]=4)=[CH:62][CH:63]=3)=[CH:27][CH:26]=2)=[CH:23][N:24]=1)=[O:14])[C:6]([S:9]([CH3:12])(=[O:10])=[O:11])([CH3:7])[CH3:8]. The yield is 0.150. (4) The catalyst is CCO. The product is [F:1][C:2]1[CH:3]=[N:4][N:5]([CH3:18])[C:6]=1[C:7]1[CH:12]=[C:11]([NH2:13])[CH:10]=[CH:9][C:8]=1[O:16][CH3:17]. The yield is 0.470. The reactants are [F:1][C:2]1[CH:3]=[N:4][N:5]([CH3:18])[C:6]=1[C:7]1[CH:12]=[C:11]([N+:13]([O-])=O)[CH:10]=[CH:9][C:8]=1[O:16][CH3:17].[OH-].[Na+].CCOC(C)=O. (5) The reactants are C(=O)([O-])[O-].[K+].[K+].Br[CH2:8][CH2:9][O:10][CH:11]1[CH2:16][CH2:15][CH2:14][CH2:13][O:12]1.[Cl:17][C:18]1[CH:23]=[CH:22][C:21]([OH:24])=[CH:20][N:19]=1. The catalyst is C(#N)C. The yield is 0.670. The product is [Cl:17][C:18]1[CH:23]=[CH:22][C:21]([O:24][CH2:8][CH2:9][O:10][CH:11]2[CH2:16][CH2:15][CH2:14][CH2:13][O:12]2)=[CH:20][N:19]=1. (6) The reactants are [Cl:1][CH2:2][CH2:3][O:4][C:5]1[CH:14]=[CH:13][C:8]([C:9]([O:11]C)=[O:10])=[CH:7][C:6]=1[O:15][CH3:16].[OH-].[Na+].Cl. The catalyst is CO. The product is [Cl:1][CH2:2][CH2:3][O:4][C:5]1[CH:14]=[CH:13][C:8]([C:9]([OH:11])=[O:10])=[CH:7][C:6]=1[O:15][CH3:16]. The yield is 0.952. (7) The reactants are [CH2:1]([N:3]([CH2:29][CH3:30])[CH2:4][CH2:5][NH:6][C:7](=[O:28])[C:8]1[CH:13]=[CH:12][C:11]([NH:14][C:15](=[O:25])[CH2:16][O:17]CC2C=CC=CC=2)=[CH:10][C:9]=1[O:26][CH3:27])[CH3:2]. The catalyst is CO.[Pd]. The product is [CH2:29]([N:3]([CH2:1][CH3:2])[CH2:4][CH2:5][NH:6][C:7](=[O:28])[C:8]1[CH:13]=[CH:12][C:11]([NH:14][C:15](=[O:25])[CH2:16][OH:17])=[CH:10][C:9]=1[O:26][CH3:27])[CH3:30]. The yield is 0.226.